From a dataset of Catalyst prediction with 721,799 reactions and 888 catalyst types from USPTO. Predict which catalyst facilitates the given reaction. (1) Reactant: [CH2:1]([C:3]1[O:8]C(C)(C)[O:6][C:5](=O)[CH:4]=1)[CH3:2].[CH3:12][NH2:13].Cl. Product: [CH3:12][NH:13][C:5](=[O:6])[CH2:4][C:3](=[O:8])[CH2:1][CH3:2]. The catalyst class is: 113. (2) Reactant: [Cl:1][C:2]1[CH:3]=[CH:4][C:5]([OH:19])=[C:6]([CH2:8][C:9]2[O:13][C:12]([C:14]([O:16]CC)=[O:15])=[CH:11][CH:10]=2)[CH:7]=1. Product: [Cl:1][C:2]1[CH:3]=[CH:4][C:5]([OH:19])=[C:6]([CH2:8][C:9]2[O:13][C:12]([C:14]([OH:16])=[O:15])=[CH:11][CH:10]=2)[CH:7]=1. The catalyst class is: 494. (3) Reactant: [CH3:1][O:2][C:3]1[CH:8]=[CH:7][C:6]([C:9]2[N:14]=[C:13]([NH:15][CH2:16][CH2:17][CH2:18][O:19][C:20]3[CH:21]=[C:22]4[C:26](=[CH:27][CH:28]=3)[C@H:25]([CH2:29][C:30]([O:32]CC)=[O:31])[CH2:24][CH2:23]4)[C:12]([C:35]([F:38])([F:37])[F:36])=[CH:11][CH:10]=2)=[CH:5][CH:4]=1.O.[Li+].[OH-]. Product: [CH3:1][O:2][C:3]1[CH:4]=[CH:5][C:6]([C:9]2[N:14]=[C:13]([NH:15][CH2:16][CH2:17][CH2:18][O:19][C:20]3[CH:21]=[C:22]4[C:26](=[CH:27][CH:28]=3)[C@H:25]([CH2:29][C:30]([OH:32])=[O:31])[CH2:24][CH2:23]4)[C:12]([C:35]([F:37])([F:38])[F:36])=[CH:11][CH:10]=2)=[CH:7][CH:8]=1. The catalyst class is: 36. (4) Reactant: FC(F)(C(F)(F)F)C(F)(F)C(F)(F)S(O[C:9]1[C:13]2[CH:14]=[N:15][CH:16]=[CH:17][C:12]=2[O:11][C:10]=1[C:18]([O:20][CH2:21][CH3:22])=[O:19])(=O)=O.[Br:32][C:33]1[CH:39]=[C:38]([F:40])[C:36]([NH2:37])=[C:35]([F:41])[CH:34]=1.CC1(C)C2C(=C(P(C3C=CC=CC=3)C3C=CC=CC=3)C=CC=2)OC2C(P(C3C=CC=CC=3)C3C=CC=CC=3)=CC=CC1=2.C1CCN2C(=NCCC2)CC1. Product: [Br:32][C:33]1[CH:39]=[C:38]([F:40])[C:36]([NH:37][C:9]2[C:13]3[CH:14]=[N:15][CH:16]=[CH:17][C:12]=3[O:11][C:10]=2[C:18]([O:20][CH2:21][CH3:22])=[O:19])=[C:35]([F:41])[CH:34]=1. The catalyst class is: 101. (5) Reactant: [CH2:1]([C:5]1[N:6]=[C:7]([C:12]2[CH:17]=[CH:16][C:15]([C:18]([F:21])([F:20])[F:19])=[CH:14][CH:13]=2)[S:8][C:9]=1[CH2:10]Cl)[CH2:2][CH2:3][CH3:4].[Cl:22][C:23]1[CH:30]=[C:29]([OH:31])[CH:28]=[CH:27][C:24]=1[CH:25]=[O:26].C(=O)([O-])[O-].[Cs+].[Cs+].C(OCC)(=O)C. Product: [CH2:1]([C:5]1[N:6]=[C:7]([C:12]2[CH:17]=[CH:16][C:15]([C:18]([F:21])([F:20])[F:19])=[CH:14][CH:13]=2)[S:8][C:9]=1[CH2:10][O:31][C:29]1[CH:28]=[CH:27][C:24]([CH:25]=[O:26])=[C:23]([Cl:22])[CH:30]=1)[CH2:2][CH2:3][CH3:4]. The catalyst class is: 9.